The task is: Predict the product of the given reaction.. This data is from Forward reaction prediction with 1.9M reactions from USPTO patents (1976-2016). (1) Given the reactants [F:1][C:2]1[CH:7]=[C:6]([F:8])[CH:5]=[CH:4][C:3]=1[CH2:9][NH:10][C:11]([C:13]1[C:14](=[O:38])[C:15]([O:28][CH2:29][O:30][C:31]([O:33][CH2:34][C:35](O)=[O:36])=[O:32])=[C:16]2[C:21](=[O:22])[N:20]3[C@@H:23]([CH3:26])[CH2:24][O:25][C@@H:19]3[CH2:18][N:17]2[CH:27]=1)=[O:12].[N:39]1([CH2:44][CH2:45][CH2:46][NH2:47])[CH:43]=[CH:42][N:41]=[CH:40]1.C(N(CC)C(C)C)(C)C.CN(C(ON1N=NC2C=CC=NC1=2)=[N+](C)C)C.F[P-](F)(F)(F)(F)F, predict the reaction product. The product is: [C:31](=[O:32])([O:33][CH2:34][C:35]([NH:47][CH2:46][CH2:45][CH2:44][N:39]1[CH:43]=[CH:42][N:41]=[CH:40]1)=[O:36])[O:30][CH2:29][O:28][C:15]1[C:14](=[O:38])[C:13]([C:11]([NH:10][CH2:9][C:3]2[CH:4]=[CH:5][C:6]([F:8])=[CH:7][C:2]=2[F:1])=[O:12])=[CH:27][N:17]2[C:16]=1[C:21](=[O:22])[N:20]1[C@@H:23]([CH3:26])[CH2:24][O:25][C@@H:19]1[CH2:18]2. (2) Given the reactants [CH3:1][C:2]1([C:7]2[N:8]=[C:9]([CH2:12][N:13]3[CH:17]=[CH:16][C:15]([NH2:18])=[N:14]3)[S:10][CH:11]=2)[O:6]CCO1.[F:19][C:20]([F:33])([F:32])[C:21]1[CH:26]=[CH:25][C:24](/[CH:27]=[CH:28]/[C:29](O)=[O:30])=[CH:23][CH:22]=1, predict the reaction product. The product is: [C:2]([C:7]1[N:8]=[C:9]([CH2:12][N:13]2[CH:17]=[CH:16][C:15]([NH:18][C:29](=[O:30])/[CH:28]=[CH:27]/[C:24]3[CH:23]=[CH:22][C:21]([C:20]([F:32])([F:33])[F:19])=[CH:26][CH:25]=3)=[N:14]2)[S:10][CH:11]=1)(=[O:6])[CH3:1].